From a dataset of Catalyst prediction with 721,799 reactions and 888 catalyst types from USPTO. Predict which catalyst facilitates the given reaction. (1) Reactant: [C:1]([O:5][C:6]([N:8]1[CH2:13][CH2:12][CH:11]([C:14]2[CH:19]=[C:18]([Cl:20])[CH:17]=[CH:16][C:15]=2[OH:21])[CH2:10][CH2:9]1)=[O:7])([CH3:4])([CH3:3])[CH3:2].C(=O)([O-])[O-].[K+].[K+].[Cl:28][C:29]1[C:30](F)=[CH:31][C:32]([F:51])=[C:33]([S:35]([N:38]([C:46]2[N:47]=[CH:48][S:49][CH:50]=2)[C:39](=[O:45])[O:40][C:41]([CH3:44])([CH3:43])[CH3:42])(=[O:37])=[O:36])[CH:34]=1.C(O)(=O)CC(CC(O)=O)(C(O)=O)O. Product: [C:1]([O:5][C:6]([N:8]1[CH2:9][CH2:10][CH:11]([C:14]2[CH:19]=[C:18]([Cl:20])[CH:17]=[CH:16][C:15]=2[O:21][C:30]2[CH:31]=[C:32]([F:51])[C:33]([S:35]([N:38]([C:39]([O:40][C:41]([CH3:43])([CH3:42])[CH3:44])=[O:45])[C:46]3[N:47]=[CH:48][S:49][CH:50]=3)(=[O:37])=[O:36])=[CH:34][C:29]=2[Cl:28])[CH2:12][CH2:13]1)=[O:7])([CH3:4])([CH3:2])[CH3:3]. The catalyst class is: 829. (2) Reactant: [Cl:1][C:2]1[CH:3]=[C:4]([NH:9][C:10]2[C:19]3[C:14](=[CH:15][C:16]([O:40][CH3:41])=[C:17]([O:20][CH2:21][CH2:22][CH2:23][N:24]4[CH2:32][CH:31]5[CH:26]([CH2:27][N:28](C(OC(C)(C)C)=O)[CH2:29][CH2:30]5)[CH2:25]4)[CH:18]=3)[N:13]=[CH:12][N:11]=2)[CH:5]=[CH:6][C:7]=1[F:8].Cl. Product: [Cl:1][C:2]1[CH:3]=[C:4]([NH:9][C:10]2[C:19]3[C:14](=[CH:15][C:16]([O:40][CH3:41])=[C:17]([O:20][CH2:21][CH2:22][CH2:23][N:24]4[CH2:32][CH:31]5[CH:26]([CH2:27][NH:28][CH2:29][CH2:30]5)[CH2:25]4)[CH:18]=3)[N:13]=[CH:12][N:11]=2)[CH:5]=[CH:6][C:7]=1[F:8]. The catalyst class is: 91. (3) Reactant: N(C(OCCOC)=O)=NC(OCCOC)=O.[CH3:17][C:18]1[CH:23]=[C:22]([N+:24]([O-:26])=[O:25])[C:21]([CH3:27])=[CH:20][C:19]=1[OH:28].[CH3:29][CH:30]1[CH2:32][CH:31]1[CH2:33]O.C1(P(C2C=CC=CC=2)C2C=CC=CC=2)C=CC=CC=1.C(=O)(O)[O-].[Na+]. Product: [CH3:17][C:18]1[CH:23]=[C:22]([N+:24]([O-:26])=[O:25])[C:21]([CH3:27])=[CH:20][C:19]=1[O:28][CH2:29][CH:30]1[CH2:32][CH:31]1[CH3:33]. The catalyst class is: 11. (4) Product: [Cl:37][C:6]1[C:5]([OH:38])=[C:4]([CH:9]=[C:8]([C:10]2[CH:11]=[C:12]3[C:18]([C:19]4[CH:24]=[CH:23][CH:22]=[CH:21][C:20]=4[O:25][CH3:26])=[CH:17][NH:16][C:13]3=[N:14][CH:15]=2)[CH:7]=1)[C:3]([OH:39])=[O:2]. The catalyst class is: 8. Reactant: C[O:2][C:3](=[O:39])[C:4]1[CH:9]=[C:8]([C:10]2[CH:11]=[C:12]3[C:18]([C:19]4[CH:24]=[CH:23][CH:22]=[CH:21][C:20]=4[O:25][CH3:26])=[CH:17][N:16](S(C4C=CC(C)=CC=4)(=O)=O)[C:13]3=[N:14][CH:15]=2)[CH:7]=[C:6]([Cl:37])[C:5]=1[OH:38].[OH-].[Na+].Cl. (5) Reactant: [Cl:1][C:2]1[N:6]2[CH:7]=[CH:8][CH:9]=[CH:10][C:5]2=[N:4][C:3]=1[CH2:11]O.[Br:13]P(Br)Br. The catalyst class is: 22. Product: [Br:13][CH2:11][C:3]1[N:4]=[C:5]2[CH:10]=[CH:9][CH:8]=[CH:7][N:6]2[C:2]=1[Cl:1]. (6) Reactant: [CH3:1][C:2]1[N:6]([C:7]2[CH:12]=[CH:11][C:10]([OH:13])=[CH:9][CH:8]=2)[N:5]=[N:4][N:3]=1.[C:14]([O:18][C:19]([N:21]1[CH2:26][CH2:25][CH:24]([N:27]2[C:31]3=[N:32][CH:33]=[N:34][C:35](Cl)=[C:30]3[CH:29]=[N:28]2)[CH2:23][CH2:22]1)=[O:20])([CH3:17])([CH3:16])[CH3:15].C(=O)([O-])[O-].[K+].[K+].C(=O)([O-])[O-].[Na+].[Na+]. Product: [C:14]([O:18][C:19]([N:21]1[CH2:22][CH2:23][CH:24]([N:27]2[C:31]3=[N:32][CH:33]=[N:34][C:35]([O:13][C:10]4[CH:11]=[CH:12][C:7]([N:6]5[C:2]([CH3:1])=[N:3][N:4]=[N:5]5)=[CH:8][CH:9]=4)=[C:30]3[CH:29]=[N:28]2)[CH2:25][CH2:26]1)=[O:20])([CH3:17])([CH3:15])[CH3:16]. The catalyst class is: 9.